This data is from Catalyst prediction with 721,799 reactions and 888 catalyst types from USPTO. The task is: Predict which catalyst facilitates the given reaction. Reactant: [Cl-].O[NH3+:3].[C:4](=[O:7])([O-])[OH:5].[Na+].CS(C)=O.[CH:13]1([O:17][C:18]2[CH:23]=[CH:22][C:21]([N:24]3[C:29](=[O:30])[C:28]([CH2:31][C:32]4[CH:37]=[CH:36][C:35]([C:38]5[C:39]([C:44]#[N:45])=[CH:40][CH:41]=[CH:42][CH:43]=5)=[CH:34][CH:33]=4)=[C:27]([CH2:46][CH2:47][CH3:48])[N:26]=[C:25]3[CH3:49])=[CH:20][C:19]=2[F:50])[CH2:16][CH2:15][CH2:14]1. Product: [CH:13]1([O:17][C:18]2[CH:23]=[CH:22][C:21]([N:24]3[C:29](=[O:30])[C:28]([CH2:31][C:32]4[CH:37]=[CH:36][C:35]([C:38]5[CH:43]=[CH:42][CH:41]=[CH:40][C:39]=5[C:44]5[NH:3][C:4](=[O:7])[O:5][N:45]=5)=[CH:34][CH:33]=4)=[C:27]([CH2:46][CH2:47][CH3:48])[N:26]=[C:25]3[CH3:49])=[CH:20][C:19]=2[F:50])[CH2:14][CH2:15][CH2:16]1. The catalyst class is: 69.